From a dataset of NCI-60 drug combinations with 297,098 pairs across 59 cell lines. Regression. Given two drug SMILES strings and cell line genomic features, predict the synergy score measuring deviation from expected non-interaction effect. (1) Drug 1: C1CCN(CC1)CCOC2=CC=C(C=C2)C(=O)C3=C(SC4=C3C=CC(=C4)O)C5=CC=C(C=C5)O. Drug 2: C1CCC(CC1)NC(=O)N(CCCl)N=O. Cell line: OVCAR-5. Synergy scores: CSS=14.7, Synergy_ZIP=-3.56, Synergy_Bliss=-1.16, Synergy_Loewe=-3.18, Synergy_HSA=-2.87. (2) Drug 1: CC1=C(C=C(C=C1)C(=O)NC2=CC(=CC(=C2)C(F)(F)F)N3C=C(N=C3)C)NC4=NC=CC(=N4)C5=CN=CC=C5. Drug 2: CS(=O)(=O)CCNCC1=CC=C(O1)C2=CC3=C(C=C2)N=CN=C3NC4=CC(=C(C=C4)OCC5=CC(=CC=C5)F)Cl. Cell line: LOX IMVI. Synergy scores: CSS=-8.54, Synergy_ZIP=2.20, Synergy_Bliss=-3.46, Synergy_Loewe=-12.6, Synergy_HSA=-12.0. (3) Drug 1: CC1=CC2C(CCC3(C2CCC3(C(=O)C)OC(=O)C)C)C4(C1=CC(=O)CC4)C. Drug 2: C(CC(=O)O)C(=O)CN.Cl. Cell line: TK-10. Synergy scores: CSS=-4.58, Synergy_ZIP=1.81, Synergy_Bliss=-1.86, Synergy_Loewe=-6.89, Synergy_HSA=-6.37. (4) Drug 1: CC1=C(C=C(C=C1)NC2=NC=CC(=N2)N(C)C3=CC4=NN(C(=C4C=C3)C)C)S(=O)(=O)N.Cl. Drug 2: C1CN(P(=O)(OC1)NCCCl)CCCl. Cell line: 786-0. Synergy scores: CSS=2.78, Synergy_ZIP=-0.344, Synergy_Bliss=3.15, Synergy_Loewe=1.48, Synergy_HSA=2.34. (5) Cell line: HCC-2998. Drug 1: CC12CCC3C(C1CCC2=O)CC(=C)C4=CC(=O)C=CC34C. Synergy scores: CSS=38.9, Synergy_ZIP=6.17, Synergy_Bliss=7.52, Synergy_Loewe=-1.03, Synergy_HSA=5.87. Drug 2: COC1=NC(=NC2=C1N=CN2C3C(C(C(O3)CO)O)O)N.